From a dataset of Full USPTO retrosynthesis dataset with 1.9M reactions from patents (1976-2016). Predict the reactants needed to synthesize the given product. (1) Given the product [NH2:1][C:2]1[C:11]2[N:10]=[CH:9][C:8]([CH2:12][CH2:13][C:14]3[CH:22]=[CH:21][C:17]([C:18]([N:29]4[CH2:34][CH2:33][NH:32][CH2:31][CH2:30]4)=[O:19])=[CH:16][C:15]=3[CH3:23])=[CH:7][C:6]=2[C:5]2[CH:24]=[CH:25][C:26]([CH3:28])=[CH:27][C:4]=2[N:3]=1, predict the reactants needed to synthesize it. The reactants are: [NH2:1][C:2]1[C:11]2[N:10]=[CH:9][C:8]([CH2:12][CH2:13][C:14]3[CH:22]=[CH:21][C:17]([C:18](Cl)=[O:19])=[CH:16][C:15]=3[CH3:23])=[CH:7][C:6]=2[C:5]2[CH:24]=[CH:25][C:26]([CH3:28])=[CH:27][C:4]=2[N:3]=1.[NH:29]1[CH2:34][CH2:33][NH:32][CH2:31][CH2:30]1. (2) Given the product [F:12][C:10]1[CH:9]=[CH:8][C:3]([C:4]([O:6][CH3:7])=[O:5])=[C:2]([NH:13][C:14]2[CH:19]=[CH:18][CH:17]=[CH:16][CH:15]=2)[CH:11]=1, predict the reactants needed to synthesize it. The reactants are: Br[C:2]1[CH:11]=[C:10]([F:12])[CH:9]=[CH:8][C:3]=1[C:4]([O:6][CH3:7])=[O:5].[NH2:13][C:14]1[CH:19]=[CH:18][CH:17]=[CH:16][CH:15]=1.C1(P(C2C=CC=CC=2)C2C=CC3C(=CC=CC=3)C=2C2C3C(=CC=CC=3)C=CC=2P(C2C=CC=CC=2)C2C=CC=CC=2)C=CC=CC=1.C([O-])([O-])=O.[Cs+].[Cs+]. (3) Given the product [F:10][CH2:26][C:25]1([C:24]2[CH:23]=[CH:22][CH:21]=[CH:20][N:15]=2)[CH2:5][CH2:4][N:3]([C:44]([NH:43][C:40]2[CH:39]=[CH:38][C:37]([C:36]([F:46])([F:47])[F:35])=[CH:42][CH:41]=2)=[O:45])[CH2:1][CH2:2]1, predict the reactants needed to synthesize it. The reactants are: [CH2:1]([N:3](S(F)(F)F)[CH2:4][CH3:5])[CH3:2].[F-:10].C([N+:15]([CH2:24][CH2:25][CH2:26]C)([CH2:20][CH2:21][CH2:22][CH3:23])CCCC)CCC.C(N(CC)CC)C.[F:35][C:36]([F:47])([F:46])[C:37]1[CH:42]=[CH:41][C:40]([N:43]=[C:44]=[O:45])=[CH:39][CH:38]=1. (4) Given the product [CH:11]1([C:10]2[CH:9]=[N:8][N:6]3[CH:7]=[C:2]([C:39]4[CH:38]=[CH:37][C:36]([N:50]5[CH2:55][CH2:54][N:53]([C:56]([O:58][C:59]([CH3:60])([CH3:61])[CH3:62])=[O:57])[CH2:52][CH2:51]5)=[C:35]([O:34][CH3:33])[CH:40]=4)[CH:3]=[C:4]([O:14][C@@H:15]([C@@H:17]4[CH2:18][C:19](=[O:32])[N:20]([C@@H:22]([C:24]5[CH:25]=[CH:26][C:27]([O:30][CH3:31])=[CH:28][CH:29]=5)[CH3:23])[CH2:21]4)[CH3:16])[C:5]=23)[CH2:12][CH2:13]1, predict the reactants needed to synthesize it. The reactants are: Cl[C:2]1[CH:3]=[C:4]([O:14][C@@H:15]([C@H:17]2[CH2:21][N:20]([C@@H:22]([C:24]3[CH:29]=[CH:28][C:27]([O:30][CH3:31])=[CH:26][CH:25]=3)[CH3:23])[C:19](=[O:32])[CH2:18]2)[CH3:16])[C:5]2[N:6]([N:8]=[CH:9][C:10]=2[CH:11]2[CH2:13][CH2:12]2)[CH:7]=1.[CH3:33][O:34][C:35]1[CH:40]=[C:39](B2OC(C)(C)C(C)(C)O2)[CH:38]=[CH:37][C:36]=1[N:50]1[CH2:55][CH2:54][N:53]([C:56]([O:58][C:59]([CH3:62])([CH3:61])[CH3:60])=[O:57])[CH2:52][CH2:51]1.C([O-])([O-])=O.[Cs+].[Cs+]. (5) Given the product [Cl:1][C:2]1[C:3]([O:15][CH2:16][CH2:17][O:18][CH3:19])=[CH:4][C:5]2[CH2:6][CH:7]([CH2:12][S:13][CH3:14])[N:8]3[CH:9]([CH2:31][C:30](=[O:32])[C:24]([C:25]([O:27][CH2:28][CH3:29])=[O:26])=[CH:23]3)[C:10]=2[CH:11]=1, predict the reactants needed to synthesize it. The reactants are: [Cl:1][C:2]1[CH:11]=[C:10]2[C:5]([CH2:6][CH:7]([CH2:12][S:13][CH3:14])[N:8]=[CH:9]2)=[CH:4][C:3]=1[O:15][CH2:16][CH2:17][O:18][CH3:19].C(O[CH:23]=[C:24]([C:30](=[O:32])[CH3:31])[C:25]([O:27][CH2:28][CH3:29])=[O:26])C. (6) Given the product [NH:1]1[CH:5]=[CH:4][C:3]([NH:6][C:7]2[C:16]3[C:11](=[CH:12][CH:13]=[CH:14][CH:15]=3)[N:10]=[C:9]([C:17]([C:25]3[CH:26]=[CH:27][CH:28]=[CH:29][C:24]=3[O:23][CH3:22])=[O:19])[N:8]=2)=[N:2]1, predict the reactants needed to synthesize it. The reactants are: [NH:1]1[CH:5]=[CH:4][C:3]([NH:6][C:7]2[C:16]3[C:11](=[CH:12][CH:13]=[CH:14][CH:15]=3)[N:10]=[C:9]([C:17]([O:19]CC)=O)[N:8]=2)=[N:2]1.[CH3:22][O:23][C:24]1[CH:29]=[CH:28][CH:27]=[CH:26][C:25]=1[Mg]Br. (7) Given the product [Cl:1][C:2]1[CH:3]=[C:4]([CH3:11])[C:5]([C:6]([OH:8])=[O:7])=[C:9]([I:20])[CH:10]=1, predict the reactants needed to synthesize it. The reactants are: [Cl:1][C:2]1[CH:10]=[CH:9][C:5]([C:6]([OH:8])=[O:7])=[C:4]([CH3:11])[CH:3]=1.C(O)(=O)C.C(O)(=O)C.[I:20]C1C=CC=CC=1.II. (8) Given the product [Br:1][C:2]1[CH:3]=[C:4]([NH:8][C:9]2[C:14]([NH2:15])=[CH:13][CH:12]=[CH:11][N:10]=2)[CH:5]=[CH:6][CH:7]=1, predict the reactants needed to synthesize it. The reactants are: [Br:1][C:2]1[CH:3]=[C:4]([NH:8][C:9]2[C:14]([N+:15]([O-])=O)=[CH:13][CH:12]=[CH:11][N:10]=2)[CH:5]=[CH:6][CH:7]=1.O.O.[Sn](Cl)Cl. (9) Given the product [CH2:1]([N:8]([CH3:31])[C:9]([C:11]1[CH:12]=[C:13]([C:17]2[CH:22]=[CH:21][C:20]([CH2:23][CH:24]3[S:28][C:27](=[O:29])[NH:26][C:25]3=[O:30])=[CH:19][CH:18]=2)[CH:14]=[CH:15][CH:16]=1)=[O:10])[C:2]1[CH:7]=[CH:6][CH:5]=[CH:4][CH:3]=1, predict the reactants needed to synthesize it. The reactants are: [CH2:1]([N:8]([CH3:31])[C:9]([C:11]1[CH:12]=[C:13]([C:17]2[CH:22]=[CH:21][C:20]([CH:23]=[C:24]3[S:28][C:27](=[O:29])[NH:26][C:25]3=[O:30])=[CH:19][CH:18]=2)[CH:14]=[CH:15][CH:16]=1)=[O:10])[C:2]1[CH:7]=[CH:6][CH:5]=[CH:4][CH:3]=1.